From a dataset of Forward reaction prediction with 1.9M reactions from USPTO patents (1976-2016). Predict the product of the given reaction. (1) Given the reactants [Cl:1][C:2]1[CH:9]=[CH:8][C:7]([N+:10]([O-])=O)=[CH:6][C:3]=1[C:4]#[N:5].[OH-].[Na+], predict the reaction product. The product is: [NH2:10][C:7]1[CH:8]=[CH:9][C:2]([Cl:1])=[C:3]([CH:6]=1)[C:4]#[N:5]. (2) Given the reactants [I:1][C:2]1[CH:3]=[N:4][NH:5][CH:6]=1.[H-].[Na+].[H][H].[CH3:11][O:12][C:13]1[CH:20]=[CH:19][C:16]([CH2:17]Cl)=[CH:15][CH:14]=1, predict the reaction product. The product is: [I:1][C:2]1[CH:3]=[N:4][N:5]([CH2:17][C:16]2[CH:19]=[CH:20][C:13]([O:12][CH3:11])=[CH:14][CH:15]=2)[CH:6]=1. (3) Given the reactants [C:1]1([C:7]2[CH:14]=[CH:13][CH:12]=[CH:11][C:8]=2[CH2:9][OH:10])[CH:6]=[CH:5][CH:4]=[CH:3][CH:2]=1, predict the reaction product. The product is: [C:1]1([C:7]2[CH:14]=[CH:13][CH:12]=[CH:11][C:8]=2[CH:9]=[O:10])[CH:2]=[CH:3][CH:4]=[CH:5][CH:6]=1. (4) Given the reactants [H-].[Na+].[F:3][C:4]1[C:15](=[O:16])[N:14]2[C:10]([CH2:11][CH2:12][CH2:13]2)=[C:9]2[C:5]=1[N:6]([C:18]1[CH:23]=[CH:22][C:21]([I:24])=[CH:20][C:19]=1[F:25])[C:7](=[O:17])[NH:8]2.[CH2:26]([C:29]1([S:32](Cl)(=[O:34])=[O:33])[CH2:31][CH2:30]1)[CH:27]=[CH2:28].CO, predict the reaction product. The product is: [CH2:26]([C:29]1([S:32]([N:8]2[C:9]3[C:5](=[C:4]([F:3])[C:15](=[O:16])[N:14]4[C:10]=3[CH2:11][CH2:12][CH2:13]4)[N:6]([C:18]3[CH:23]=[CH:22][C:21]([I:24])=[CH:20][C:19]=3[F:25])[C:7]2=[O:17])(=[O:34])=[O:33])[CH2:31][CH2:30]1)[CH:27]=[CH2:28].